Dataset: Rat liver microsome stability data. Task: Regression/Classification. Given a drug SMILES string, predict its absorption, distribution, metabolism, or excretion properties. Task type varies by dataset: regression for continuous measurements (e.g., permeability, clearance, half-life) or binary classification for categorical outcomes (e.g., BBB penetration, CYP inhibition). Dataset: rlm. (1) The molecule is CC(=O)c1c(C)c2cnc(Nc3ccc(N4CCNCC4)cn3)nc2n(C2CCCC2)c1=O. The result is 0 (unstable in rat liver microsomes). (2) The compound is Cc1ccnc(NC(c2ccc([N+](=O)[O-])cc2)c2ccc3cccnc3c2O)c1. The result is 0 (unstable in rat liver microsomes). (3) The molecule is COc1cc(N2CCN(C[C@H](C)O)CC2)ccc1Nc1ncc2ccc(-c3ccccc3N(C)S(C)(=O)=O)n2n1. The result is 0 (unstable in rat liver microsomes). (4) The result is 0 (unstable in rat liver microsomes). The drug is CC[C@@]1(O)C(=O)OCc2c1cc1n(c2=O)Cc2c-1nc1ccccc1c2CCNC(C)C. (5) The molecule is O=C(/C=C/c1ccc2c(c1)CN(CCc1c[nH]c3ccccc13)C2)NO. The result is 1 (stable in rat liver microsomes). (6) The result is 1 (stable in rat liver microsomes). The molecule is O=S(=O)(c1ccccc1)c1nc(-c2ccc(F)cc2)oc1N1CCCCCC1. (7) The molecule is O=C(c1cnc2ccc(F)cc2c1N1C[C@@H]2CC[C@@H](C2)C1)N1CCN(C(=O)C2CC2)CC1. The result is 1 (stable in rat liver microsomes).